Regression/Classification. Given a drug SMILES string, predict its absorption, distribution, metabolism, or excretion properties. Task type varies by dataset: regression for continuous measurements (e.g., permeability, clearance, half-life) or binary classification for categorical outcomes (e.g., BBB penetration, CYP inhibition). Dataset: pampa_ncats. From a dataset of PAMPA (Parallel Artificial Membrane Permeability Assay) permeability data from NCATS. The molecule is COC1=CC=C(C=C1)CCN2C(C(=O)N(C2=O)C3=CC=C(C=C3)F)CC(=O)NC4=CC(=C(C=C4)F)F. The result is 1 (high permeability).